This data is from Reaction yield outcomes from USPTO patents with 853,638 reactions. The task is: Predict the reaction yield, written as a fraction of the theoretical maximum amount of product (1.0 means a 100% yield; for example, 0.34 means a 34% yield). (1) The reactants are CCN(CC)CC.[CH3:8][S:9]([O:12]S(C)(=O)=O)(=O)=[O:10].[N:17]1([C:23]2[CH:31]=[CH:30][CH:29]=[C:28]3[C:24]=2[CH:25]=[CH:26][NH:27]3)[CH2:22][CH2:21][NH:20][CH2:19][CH2:18]1.O. The catalyst is C(Cl)Cl. The product is [CH3:8][S:9]([N:20]1[CH2:21][CH2:22][N:17]([C:23]2[CH:31]=[CH:30][CH:29]=[C:28]3[C:24]=2[CH:25]=[CH:26][NH:27]3)[CH2:18][CH2:19]1)(=[O:12])=[O:10]. The yield is 0.950. (2) The reactants are [CH:1]1([C:4]2[O:5][C:6]3[C:12]([C:13]4[CH:18]=[C:17]([CH3:19])[C:16](=[O:20])[N:15]([CH3:21])[CH:14]=4)=[CH:11][C:10]([NH:22][S:23]([CH2:26][CH3:27])(=[O:25])=[O:24])=[CH:9][C:7]=3[CH:8]=2)[CH2:3][CH2:2]1. The catalyst is CO.[Pd]. The product is [CH3:21][N:15]1[C:16](=[O:20])[C:17]([CH3:19])=[CH:18][C:13]([C:12]2[C:6]3[O:5][CH:4]([CH2:1][CH2:2][CH3:3])[CH2:8][C:7]=3[CH:9]=[C:10]([NH:22][S:23]([CH2:26][CH3:27])(=[O:25])=[O:24])[CH:11]=2)=[CH:14]1. The yield is 0.140. (3) The reactants are C([O:8][C:9]1[CH:18]=[C:17]2[C:12]([C:13]([O:19][C:20]3[CH:25]=[CH:24][C:23]([NH:26][C:27](=[O:34])[C:28]4[CH:33]=[CH:32][CH:31]=[CH:30][CH:29]=4)=[CH:22][CH:21]=3)=[CH:14][CH:15]=[N:16]2)=[CH:11][C:10]=1[O:35][CH3:36])C1C=CC=CC=1. The catalyst is C1CCCCC=1.C(O)C.[OH-].[OH-].[Pd+2]. The product is [OH:8][C:9]1[CH:18]=[C:17]2[C:12]([C:13]([O:19][C:20]3[CH:21]=[CH:22][C:23]([NH:26][C:27](=[O:34])[C:28]4[CH:33]=[CH:32][CH:31]=[CH:30][CH:29]=4)=[CH:24][CH:25]=3)=[CH:14][CH:15]=[N:16]2)=[CH:11][C:10]=1[O:35][CH3:36]. The yield is 0.970. (4) The reactants are [N:1]1[CH:6]=[CH:5][CH:4]=[C:3]([CH:7]=[CH:8][C:9]([C:11]2[CH:16]=[CH:15][CH:14]=[C:13]([O:17][CH2:18][C:19]([O:21][C:22]([CH3:25])([CH3:24])[CH3:23])=[O:20])[CH:12]=2)=[O:10])[CH:2]=1. The catalyst is CCOC(C)=O.[Pd]. The product is [N:1]1[CH:6]=[CH:5][CH:4]=[C:3]([CH2:7][CH2:8][C:9]([C:11]2[CH:16]=[CH:15][CH:14]=[C:13]([O:17][CH2:18][C:19]([O:21][C:22]([CH3:25])([CH3:24])[CH3:23])=[O:20])[CH:12]=2)=[O:10])[CH:2]=1. The yield is 1.00. (5) The reactants are [Cl:1][C:2]1[CH:3]=[C:4]([C@@H:12]([CH2:16][CH:17]2[CH2:22][CH2:21][C:20](=[O:23])[CH2:19][CH2:18]2)[C:13](O)=[O:14])[CH:5]=[CH:6][C:7]=1[S:8]([CH3:11])(=[O:10])=[O:9].C1(P(C2C=CC=CC=2)C2C=CC=CC=2)C=CC=CC=1.BrN1C(=O)CCC1=O.[NH2:51][C:52]1[CH:57]=[CH:56][C:55]([Cl:58])=[CH:54][N:53]=1.N1C(C)=CC=CC=1C. The catalyst is C(Cl)Cl. The product is [Cl:1][C:2]1[CH:3]=[C:4]([C@@H:12]([CH2:16][CH:17]2[CH2:18][CH2:19][C:20](=[O:23])[CH2:21][CH2:22]2)[C:13]([NH:51][C:52]2[CH:57]=[CH:56][C:55]([Cl:58])=[CH:54][N:53]=2)=[O:14])[CH:5]=[CH:6][C:7]=1[S:8]([CH3:11])(=[O:9])=[O:10]. The yield is 0.670. (6) The reactants are [F:1][C:2]1[CH:7]=[CH:6][C:5]([C:8]2[C:16]3[C:11](=[CH:12][CH:13]=[C:14]([N+:17]([O-])=O)[CH:15]=3)[N:10](COCCOC)[N:9]=2)=[CH:4][CH:3]=1. The catalyst is C(O)C.[Pd].[C]. The product is [F:1][C:2]1[CH:3]=[CH:4][C:5]([C:8]2[C:16]3[C:11](=[CH:12][CH:13]=[C:14]([NH2:17])[CH:15]=3)[NH:10][N:9]=2)=[CH:6][CH:7]=1. The yield is 0.530.